Dataset: Forward reaction prediction with 1.9M reactions from USPTO patents (1976-2016). Task: Predict the product of the given reaction. (1) Given the reactants C([O-])([O-])=O.[Na+].[Na+].Br[C:8]1[CH:13]=[CH:12][C:11]([F:14])=[CH:10][N:9]=1.[F:15][C:16]1[CH:21]=[C:20]([O:22][CH3:23])[CH:19]=[CH:18][C:17]=1B(O)O, predict the reaction product. The product is: [F:14][C:11]1[CH:12]=[CH:13][C:8]([C:17]2[CH:18]=[CH:19][C:20]([O:22][CH3:23])=[CH:21][C:16]=2[F:15])=[N:9][CH:10]=1. (2) Given the reactants [CH3:1][C:2]1[NH:6][C:5]2[CH:7]=[C:8]([C:12]([O:14][CH2:15][CH3:16])=[O:13])[CH:9]=[C:10]([CH3:11])[C:4]=2[N:3]=1.Br[CH2:18][C:19]1[CH:24]=[CH:23][C:22]([O:25][CH2:26][CH3:27])=[CH:21][C:20]=1[Cl:28], predict the reaction product. The product is: [Cl:28][C:20]1[CH:21]=[C:22]([O:25][CH2:26][CH3:27])[CH:23]=[CH:24][C:19]=1[CH2:18][N:6]1[C:5]2[CH:7]=[C:8]([C:12]([O:14][CH2:15][CH3:16])=[O:13])[CH:9]=[C:10]([CH3:11])[C:4]=2[N:3]=[C:2]1[CH3:1]. (3) Given the reactants [F:1][C:2]1[CH:7]=[C:6]([S:8]([CH3:11])(=[O:10])=[O:9])[CH:5]=[CH:4][C:3]=1[N:12]1[C:16]2=[N:17][CH:18]=[N:19][C:20]([O:21][CH:22]3[CH2:27][CH2:26][NH:25][CH2:24][CH2:23]3)=[C:15]2[CH:14]=[N:13]1.C(N(CC)CC)C.[F:35][C:36]([F:48])([F:47])[O:37][C:38]1[CH:46]=[CH:45][CH:44]=[CH:43][C:39]=1C(Cl)=O.CN([CH:52]=[O:53])C, predict the reaction product. The product is: [F:1][C:2]1[CH:7]=[C:6]([S:8]([CH3:11])(=[O:9])=[O:10])[CH:5]=[CH:4][C:3]=1[N:12]1[C:16]2=[N:17][CH:18]=[N:19][C:20]([O:21][CH:22]3[CH2:23][CH2:24][N:25]([C:52]([C:44]4[CH:43]=[CH:39][C:38]([O:37][C:36]([F:35])([F:47])[F:48])=[CH:46][CH:45]=4)=[O:53])[CH2:26][CH2:27]3)=[C:15]2[CH:14]=[N:13]1.